Binary Classification. Given a miRNA mature sequence and a target amino acid sequence, predict their likelihood of interaction. From a dataset of Experimentally validated miRNA-target interactions with 360,000+ pairs, plus equal number of negative samples. (1) The miRNA is hsa-miR-30b-3p with sequence CUGGGAGGUGGAUGUUUACUUC. The protein sequence of the target gene is MEAVSRVFPALAGQAPEEQGEIIKVKVKEEDHTWDQESALRRNLSYTRELSRQRFRQFCYQETPGPREALSQLRELCRQWLNPEIHTKEQILELLVLEQFLTILPEELQSWVREHNPESGEEVVTLLEDLERELDEPRQQVSQGTYGQEVSMEEMIPLDSAKESLGTQLQSMEDRMECESPEPHPLQDNGSFLWFSMMSQSMGGDNLSSLDTNEAEIEPENMREKFFRSLARLLENKSNNTKIFSKAKYCQLIKEVKEAKAKAKKESVDYRRLARFDVILVQGNEKLIEAVNGETDKIRY.... Result: 1 (interaction). (2) The miRNA is mmu-miR-3472 with sequence UAAUAGCCAGAAGCUGGAAGGAACC. The protein sequence of the target gene is MQTCPLAFPGHVSQALGTLLFLAASLSAQNEGWDSPICTEGVVSVSWGENTVMSCNISNAFSHVNIKLRAHGQESAIFNEVAPGYFSRDGWQLQVQGGVAQLVIKGARDSHAGLYMWHLVGHQRNNRQVTLEVSGAEPQSAPDTGFWPVPAVVTAVFILLVALVMFAWYRCRCSQQRREKKFFLLEPQMKVAALRAGAQQGLSRASAELWTPDSEPTPRPLALVFKPSPLGALELLSPQPLFPYAADP. Result: 0 (no interaction). (3) The miRNA is hsa-miR-92b-3p with sequence UAUUGCACUCGUCCCGGCCUCC. Result: 1 (interaction). The protein sequence of the target gene is METEAIDGYITCDNELSPEREHSNMAIDLTSSTPNGQHASPSHMTSTNSVKLEMQSDEECDRKPLSREDEIRGHDEGSSLEEPLIESSEVADNRKVQELQGEGGIRLPNGKLKCDVCGMVCIGPNVLMVHKRSHTGERPFHCNQCGASFTQKGNLLRHIKLHSGEKPFKCPFCSYACRRRDALTGHLRTHSVGKPHKCNYCGRSYKQRSSLEEHKERCHNYLQNVSMEAAGQVMSHHVPPMEDCKEQEPIMDNNISLVPFERPAVIEKLTGNMGKRKSSTPQKFVGEKLMRFSYPDIHFD.... (4) The miRNA is mmu-miR-6418-3p with sequence ACUGCAACCUCCUUUCUCCAGG. The protein sequence of the target gene is MNSTEFTEDVEEVLKSITVKVETEAEDAALDCSVNSRTSEKHSVDSVLTALQDSSKRKQLVSDGLLDSVPGVKRRRLIPEALLAGMRNRENSSPCQGNGEQAGRGRSLGNVWPGEEEPCNDATTPSYKKPLYGISHKIMEKKNPPSGDLLNVYELFEKANASNSPSSLRLLNEPQKRDCGSTGAGTDNDPNIYFLIQKMFYMLNTLTSNMSQLHSKVDLLSLEVSRIKKQVSPTEMVAKFQPPPEYQLTAAELKQIVDQSLSGGDLACRLLVQLFPELFSDVDFSRGCSACGFAAKRKLE.... Result: 0 (no interaction). (5) The miRNA is mmu-miR-148b-3p with sequence UCAGUGCAUCACAGAACUUUGU. The protein sequence of the target gene is MGKRDRVDRDKKKSKKRQYEEEEEDEDDIPGNESQEAVPSAAGKQVDESSTKVDEYGAKDYRQQMPLKGDHTSRPLWVAPDGHIFLEAFSPVYKYAQDFLVAIAEPVCRPTHVHEYKLTAYSLYAAVSVGLQTSDITEYLRKLSKTGVPDGIIQFIKLCTVSYGKVKLVLKHNRYFVESSHPDVIQHLLQDPVIRECRLRNAEGEATELITETFTSKSAISKTAAEGSGGPSTSQGVDAQATSDIPKDLFDFYEQMDKDEEEEEETQTVSFEVKQEMIEELQKRCICLEYPLLAEYDFRN.... Result: 0 (no interaction). (6) Result: 0 (no interaction). The protein sequence of the target gene is MCGIWALFGSDDCLSVQCLSAMKIAHRGPDAFRFENVNGYTNCCFGFHRLAVVDPLFGMQPIRVKKYPYLWLCYNGEIYNHKKMQQHFEFEYQTKVDGEIILHLYDKGGIEQTICMLDGVFAFVLLDTANKKVFLGRDTYGVRPLFKAMTEDGFLAVCSEAKGLVTLKHSATPFLKVEPFLPGHYEVLDLKPNGKVASVEMVKYHHCRDVPLHALYDNVEKLFPGFEIETVKNNLRILFNNAVKKRLMTDRRIGCLLSGGLDSSLVAATLLKQLKEAQVQYPLQTFAIGMEDSPDLLAAR.... The miRNA is hsa-miR-4720-3p with sequence UGCUUAAGUUGUACCAAGUAU.